From a dataset of Forward reaction prediction with 1.9M reactions from USPTO patents (1976-2016). Predict the product of the given reaction. (1) Given the reactants [CH2:1]([O:3][C:4](=[O:19])[C:5]([C:10]([C:12]1[C:17](Cl)=[N:16][CH:15]=[CH:14][N:13]=1)=[O:11])=[CH:6][N:7]([CH3:9])C)[CH3:2].C(OC(C1C(=O)C2C(=CC=CN=2)N(C[C:37]2[CH:42]=[CH:41][CH:40]=[CH:39][C:38]=2[C:43]2[CH:48]=[CH:47][CH:46]=[CH:45][CH:44]=2)C=1)=O)C, predict the reaction product. The product is: [CH2:1]([O:3][C:4]([C:5]1[C:10](=[O:11])[C:12]2[C:17]([N:7]([CH2:9][C:48]3[CH:47]=[CH:46][CH:45]=[CH:44][C:43]=3[C:38]3[CH:37]=[CH:42][CH:41]=[CH:40][CH:39]=3)[CH:6]=1)=[N:16][CH:15]=[CH:14][N:13]=2)=[O:19])[CH3:2]. (2) Given the reactants Br[C:2]1[C:3]([OH:12])=[N:4][CH:5]=[C:6]([C:8]([F:11])([F:10])[F:9])[CH:7]=1.[H-].[Na+].C([Li])(C)(C)C.CN([CH:23]=[O:24])C, predict the reaction product. The product is: [OH:12][C:3]1[N:4]=[CH:5][C:6]([C:8]([F:11])([F:10])[F:9])=[CH:7][C:2]=1[CH:23]=[O:24]. (3) The product is: [Si:1]([O:8][CH2:9][C:10]1[C:11]([C:16](=[O:18])/[CH:17]=[CH:21]/[N:22]([CH3:24])[CH3:23])=[N:12][CH:13]=[CH:14][CH:15]=1)([C:4]([CH3:7])([CH3:6])[CH3:5])([CH3:3])[CH3:2]. Given the reactants [Si:1]([O:8][CH2:9][C:10]1[C:11]([C:16](=[O:18])[CH3:17])=[N:12][CH:13]=[CH:14][CH:15]=1)([C:4]([CH3:7])([CH3:6])[CH3:5])([CH3:3])[CH3:2].CO[CH:21](OC)[N:22]([CH3:24])[CH3:23], predict the reaction product. (4) Given the reactants [CH3:1][O:2][C:3]([C:5]1[CH:6]=[N:7][C:8]([N:11]2[CH2:30][CH2:29][C:14]3[NH:15][C:16]4[CH:17]=[CH:18][C:19]([C:22]5[O:23][C:24]([CH:27]=O)=[CH:25][CH:26]=5)=[CH:20][C:21]=4[C:13]=3[CH2:12]2)=[N:9][CH:10]=1)=[O:4].[BH-](OC(C)=O)(OC(C)=O)OC(C)=O.[Na+].[CH3:45][N:46]1[CH2:51][CH2:50][NH:49][CH2:48][CH2:47]1, predict the reaction product. The product is: [CH3:1][O:2][C:3]([C:5]1[CH:10]=[N:9][C:8]([N:11]2[CH2:30][CH2:29][C:14]3[NH:15][C:16]4[CH:17]=[CH:18][C:19]([C:22]5[O:23][C:24]([CH2:27][N:49]6[CH2:50][CH2:51][N:46]([CH3:45])[CH2:47][CH2:48]6)=[CH:25][CH:26]=5)=[CH:20][C:21]=4[C:13]=3[CH2:12]2)=[N:7][CH:6]=1)=[O:4]. (5) Given the reactants Cl[C:2]1[CH:12]=[CH:11][C:5]([C:6]([O:8]CC)=[O:7])=[CH:4][N:3]=1.[S:13]1[CH:17]=[CH:16][N:15]=[C:14]1[CH2:18][OH:19], predict the reaction product. The product is: [S:13]1[CH:17]=[CH:16][N:15]=[C:14]1[CH2:18][O:19][C:2]1[CH:12]=[CH:11][C:5]([C:6]([OH:8])=[O:7])=[CH:4][N:3]=1. (6) The product is: [Si:26]([O:25][CH2:21][CH:22]([OH:24])[CH2:23][C:11]#[C:10][Si:7]([CH3:9])([CH3:8])[CH3:6])([C:29]([CH3:32])([CH3:31])[CH3:30])([CH3:28])[CH3:27]. Given the reactants C([Li])CCC.[CH3:6][Si:7]([C:10]#[CH:11])([CH3:9])[CH3:8].B(F)(F)F.CCOCC.[CH2:21]([O:25][Si:26]([C:29]([CH3:32])([CH3:31])[CH3:30])([CH3:28])[CH3:27])[CH:22]1[O:24][CH2:23]1, predict the reaction product. (7) Given the reactants [CH3:1][CH2:2][CH2:3][CH2:4][CH2:5]/[CH:6]=[CH:7]\[CH2:8]/[CH:9]=[CH:10]\[CH2:11][CH2:12][CH2:13][CH2:14][CH2:15][CH2:16][CH2:17][CH:18]([OH:40])[CH2:19][CH:20]([OH:39])[CH2:21][CH2:22][CH2:23][CH2:24][CH2:25][CH2:26][CH2:27][CH2:28]/[CH:29]=[CH:30]\[CH2:31]/[CH:32]=[CH:33]\[CH2:34][CH2:35][CH2:36][CH2:37][CH3:38].C(O[CH:44](OCC)[CH2:45][CH2:46]Cl)C.CC1C=CC(S([O-])(=O)=O)=CC=1.C1C=[CH:66][NH+:65]=[CH:64]C=1.C([O-])(O)=O.[Na+], predict the reaction product. The product is: [CH2:17]([CH:18]1[CH2:19][CH:20]([CH2:21][CH2:22][CH2:23][CH2:24][CH2:25][CH2:26][CH2:27][CH2:28]/[CH:29]=[CH:30]\[CH2:31]/[CH:32]=[CH:33]\[CH2:34][CH2:35][CH2:36][CH2:37][CH3:38])[O:39][CH:44]([CH2:45][CH2:46][N:65]([CH3:66])[CH3:64])[O:40]1)[CH2:16][CH2:15][CH2:14][CH2:13][CH2:12][CH2:11]/[CH:10]=[CH:9]\[CH2:8]/[CH:7]=[CH:6]\[CH2:5][CH2:4][CH2:3][CH2:2][CH3:1].